From a dataset of Experimentally validated miRNA-target interactions with 360,000+ pairs, plus equal number of negative samples. Binary Classification. Given a miRNA mature sequence and a target amino acid sequence, predict their likelihood of interaction. The miRNA is hsa-miR-5583-3p with sequence GAAUAUGGGUAUAUUAGUUUGG. The protein sequence of the target gene is MGALSSRVLRPAGRTEQPEPTPGAGGAARRSDAGEDAGHSFCYCPGGRKRKRSSGTFCYCHPDSETDDDEDEGDEQQRLLNTPRRKKLKSTSKYIYQTLFLNGENSDIKICALGEEWSLHKIYLCQSGYFSSMFSGSWKESSMNIIELEIPDQNIDIEALQVAFGSLYRDDVLIKPSRVVAILAAACMLQLDGLIQQCGETMKETISVRTVCGYYTSAGTYGLDSVKKKCLEWLLNNLMTHQSVELFKELSINVMKQLIGSSNLFVMQVEMDVYTALKKWMFLQLVPSWNGSLKQLLTET.... Result: 0 (no interaction).